From a dataset of Reaction yield outcomes from USPTO patents with 853,638 reactions. Predict the reaction yield, written as a fraction of the theoretical maximum amount of product (1.0 means a 100% yield; for example, 0.34 means a 34% yield). The catalyst is CS(C)=O.C(OCC)(=O)C. The product is [CH3:11][O:12][C:13]([C:15]1[CH:19]=[C:18]([O:20][C:2]2[CH:7]=[CH:6][CH:5]=[CH:4][C:3]=2[N+:8]([O-:10])=[O:9])[N:17]([C:21]2[CH:26]=[CH:25][CH:24]=[CH:23][CH:22]=2)[N:16]=1)=[O:14]. The yield is 0.100. The reactants are F[C:2]1[CH:7]=[CH:6][CH:5]=[CH:4][C:3]=1[N+:8]([O-:10])=[O:9].[CH3:11][O:12][C:13]([C:15]1[CH2:19][C:18](=[O:20])[N:17]([C:21]2[CH:26]=[CH:25][CH:24]=[CH:23][CH:22]=2)[N:16]=1)=[O:14].C(=O)([O-])[O-].[K+].[K+].O.